Dataset: Full USPTO retrosynthesis dataset with 1.9M reactions from patents (1976-2016). Task: Predict the reactants needed to synthesize the given product. Given the product [CH2:1]([O:8][Si:19]([C:20]#[CH:21])([CH:15]([CH3:16])[CH3:17])[CH:23]([CH3:25])[CH3:24])[C:2]1[CH:7]=[CH:6][CH:5]=[CH:4][CH:3]=1, predict the reactants needed to synthesize it. The reactants are: [CH2:1]([OH:8])[C:2]1[CH:7]=[CH:6][CH:5]=[CH:4][CH:3]=1.C(N([CH:15]([CH3:17])[CH3:16])CC)(C)C.Cl[Si:19](Cl)([CH:23]([CH3:25])[CH3:24])[CH:20](C)[CH3:21].[C-]#[C-].[Li+].[Li+].C(N)CN.